From a dataset of Reaction yield outcomes from USPTO patents with 853,638 reactions. Predict the reaction yield, written as a fraction of the theoretical maximum amount of product (1.0 means a 100% yield; for example, 0.34 means a 34% yield). (1) The yield is 0.810. The reactants are CS[C:3]1[N:8]=[C:7]([C:9]2[CH:14]=[CH:13][CH:12]=[CH:11][N:10]=2)[CH:6]=[CH:5][N:4]=1.O.[NH2:16][NH2:17]. No catalyst specified. The product is [NH:16]([C:3]1[N:8]=[C:7]([C:9]2[CH:14]=[CH:13][CH:12]=[CH:11][N:10]=2)[CH:6]=[CH:5][N:4]=1)[NH2:17]. (2) The reactants are [C:1]([C:4]1[N:5]=[C:6]([C:24]2[C:29]([F:30])=[CH:28][CH:27]=[CH:26][C:25]=2[F:31])[O:7][C:8]=1[C:9]1[CH:23]=[CH:22][C:12]([CH2:13][NH:14]C(=O)OC(C)(C)C)=[CH:11][CH:10]=1)(=[O:3])[NH2:2].Cl.O1CCOCC1.C([O-])=O. The catalyst is C(Cl)Cl. The product is [NH2:14][CH2:13][C:12]1[CH:11]=[CH:10][C:9]([C:8]2[O:7][C:6]([C:24]3[C:25]([F:31])=[CH:26][CH:27]=[CH:28][C:29]=3[F:30])=[N:5][C:4]=2[C:1]([NH2:2])=[O:3])=[CH:23][CH:22]=1. The yield is 0.430. (3) The reactants are [Cl:1][C:2]1[CH:7]=[CH:6][CH:5]=[C:4]([Cl:8])[C:3]=1[C:9]1[S:10][C:11]2[C:12](=O)[NH:13][CH:14]=[CH:15][C:16]=2[N:17]=1.P(Br)(Br)([Br:21])=O. The catalyst is CC#N. The product is [Br:21][C:12]1[C:11]2[S:10][C:9]([C:3]3[C:2]([Cl:1])=[CH:7][CH:6]=[CH:5][C:4]=3[Cl:8])=[N:17][C:16]=2[CH:15]=[CH:14][N:13]=1. The yield is 0.560. (4) The reactants are C(OC([N:8]1[CH2:13][CH2:12][CH:11]([C:14]2[C:18]3[CH:19]=[CH:20][CH:21]=[C:22]([O:23][CH3:24])[C:17]=3[O:16][N:15]=2)[CH2:10][CH2:9]1)=O)(C)(C)C.[ClH:25].CO. The catalyst is CCOCC. The product is [ClH:25].[CH3:24][O:23][C:22]1[C:17]2[O:16][N:15]=[C:14]([CH:11]3[CH2:12][CH2:13][NH:8][CH2:9][CH2:10]3)[C:18]=2[CH:19]=[CH:20][CH:21]=1. The yield is 0.980. (5) The reactants are [F:1][C:2]([F:15])([F:14])[C:3]1[CH:8]=[CH:7][C:6]([PH:9](=[O:13])[O:10][CH2:11][CH3:12])=[CH:5][CH:4]=1.Br[C:17]1[CH:22]=[CH:21][C:20]([O:23][CH:24]([CH3:26])[CH3:25])=[C:19]([CH:27]=[CH2:28])[CH:18]=1.C(N(CC)CC)C. The catalyst is CN(C=O)C.C1C=CC(/C=C/C(/C=C/C2C=CC=CC=2)=O)=CC=1.C1C=CC(/C=C/C(/C=C/C2C=CC=CC=2)=O)=CC=1.C1C=CC(/C=C/C(/C=C/C2C=CC=CC=2)=O)=CC=1.[Pd].[Pd]. The product is [CH2:11]([O:10][P:9]([C:6]1[CH:5]=[CH:4][C:3]([C:2]([F:14])([F:1])[F:15])=[CH:8][CH:7]=1)([C:17]1[CH:22]=[CH:21][C:20]([O:23][CH:24]([CH3:25])[CH3:26])=[C:19]([CH:27]=[CH2:28])[CH:18]=1)=[O:13])[CH3:12]. The yield is 0.0860. (6) The reactants are [C:1]([O:5][C:6]([N:8]1[CH2:12][CH2:11][C@@H:10]([CH2:13][C:14]([OH:16])=O)[CH2:9]1)=[O:7])([CH3:4])([CH3:3])[CH3:2].[NH:17]([C:19]1[N:20]=[C:21]2[CH:27]=[CH:26][N:25]([S:28]([C:31]3[CH:37]=[CH:36][C:34]([CH3:35])=[CH:33][CH:32]=3)(=[O:30])=[O:29])[C:22]2=[N:23][CH:24]=1)[NH2:18].CN(C(ON1N=NC2C=CC=NC1=2)=[N+](C)C)C.F[P-](F)(F)(F)(F)F. The catalyst is CN(C=O)C.CCOC(C)=O. The product is [O:16]=[C:14]([NH:18][NH:17][C:19]1[N:20]=[C:21]2[CH:27]=[CH:26][N:25]([S:28]([C:31]3[CH:37]=[CH:36][C:34]([CH3:35])=[CH:33][CH:32]=3)(=[O:30])=[O:29])[C:22]2=[N:23][CH:24]=1)[CH2:13][C@@H:10]1[CH2:11][CH2:12][N:8]([C:6]([O:5][C:1]([CH3:2])([CH3:3])[CH3:4])=[O:7])[CH2:9]1. The yield is 1.00. (7) The reactants are C([Li])CCC.Br[C:7]1[CH:12]=[CH:11][C:10]([Br:13])=[CH:9][C:8]=1[F:14].Cl[Si:16]([CH3:19])([CH3:18])[CH3:17].C(=O)=O.CC(C)=O. The catalyst is C(OCC)C.O. The product is [Br:13][C:10]1[CH:11]=[CH:12][C:7]([Si:16]([CH3:19])([CH3:18])[CH3:17])=[C:8]([F:14])[CH:9]=1. The yield is 0.710. (8) The reactants are Br[CH2:2][C:3]([O:5][CH3:6])=[O:4].[C:7]1([C@H:13]([NH:15][CH2:16][CH2:17][CH:18]=[CH2:19])[CH3:14])[CH:12]=[CH:11][CH:10]=[CH:9][CH:8]=1.C(N(C(C)C)C(C)C)C. The catalyst is CS(C)=O. The product is [CH2:16]([N:15]([C@@H:13]([C:7]1[CH:8]=[CH:9][CH:10]=[CH:11][CH:12]=1)[CH3:14])[CH2:2][C:3]([O:5][CH3:6])=[O:4])[CH2:17][CH:18]=[CH2:19]. The yield is 0.920. (9) The reactants are F[C:2]([C:4]1[O:8][N:7]=[C:6]([C:9]2[CH:14]=[CH:13][CH:12]=[CH:11][CH:10]=2)[C:5]=1[C:15]([O:17][CH3:18])=[O:16])=[O:3].O/[N:20]=[C:21](/[C:23]1[CH:40]=[CH:39][C:26]([CH2:27][N:28]2[CH2:31][CH:30]([C:32]([O:34][C:35]([CH3:38])([CH3:37])[CH3:36])=[O:33])[CH2:29]2)=[CH:25][CH:24]=1)\[NH2:22].C(N(C(C)C)CC)(C)C. The catalyst is C(#N)C. The product is [C:35]([O:34][C:32]([CH:30]1[CH2:31][N:28]([CH2:27][C:26]2[CH:39]=[CH:40][C:23]([C:21]3[N:22]=[C:2]([C:4]4[O:8][N:7]=[C:6]([C:9]5[CH:14]=[CH:13][CH:12]=[CH:11][CH:10]=5)[C:5]=4[C:15]([O:17][CH3:18])=[O:16])[O:3][N:20]=3)=[CH:24][CH:25]=2)[CH2:29]1)=[O:33])([CH3:38])([CH3:36])[CH3:37]. The yield is 0.624.